Dataset: Catalyst prediction with 721,799 reactions and 888 catalyst types from USPTO. Task: Predict which catalyst facilitates the given reaction. (1) Reactant: [CH3:1][C:2]1[C:6]([C:7]2[CH:12]=[C:11]([C:13]3[C:14]([CH3:19])=[N:15][O:16][C:17]=3[CH3:18])[CH:10]=[C:9]([NH2:20])[C:8]=2[NH2:21])=[C:5]([CH3:22])[NH:4][N:3]=1.[C:23](OC)(OC)(OC)[O:24][CH3:25]. Product: [CH3:1][C:2]1[C:6]([C:7]2[C:8]3[N:21]=[C:23]([O:24][CH3:25])[NH:20][C:9]=3[CH:10]=[C:11]([C:13]3[C:14]([CH3:19])=[N:15][O:16][C:17]=3[CH3:18])[CH:12]=2)=[C:5]([CH3:22])[NH:4][N:3]=1. The catalyst class is: 15. (2) Reactant: [Cl:1][C:2]1[N:7]=[C:6]([NH:8][C:9]2[CH:10]=[C:11](/[CH:15]=[CH:16]\[C:17]3[CH:22]=[C:21]([NH:23]C(=O)OC(C)(C)C)[CH:20]=[CH:19][N:18]=3)[CH:12]=[CH:13][CH:14]=2)[C:5]([Cl:31])=[CH:4][N:3]=1.[ClH:32]. Product: [ClH:1].[ClH:32].[NH2:23][C:21]1[CH:20]=[CH:19][N:18]=[C:17](/[CH:16]=[CH:15]\[C:11]2[CH:10]=[C:9]([NH:8][C:6]3[C:5]([Cl:31])=[CH:4][N:3]=[C:2]([Cl:1])[N:7]=3)[CH:14]=[CH:13][CH:12]=2)[CH:22]=1. The catalyst class is: 12. (3) Reactant: [Br:1][C:2]1[C:7]([N:8]2[CH2:13][CH2:12][C:11](=[N:14]O)[CH2:10][CH2:9]2)=[CH:6][CH:5]=[C:4]([O:16][CH3:17])[N:3]=1.C(=O)([O-])[O-:19].[Na+].[Na+].C1(C)C=CC(S(Cl)(=O)=O)=CC=1. Product: [Br:1][C:2]1[C:7]([N:8]2[CH2:13][CH2:12][C:11](=[O:19])[NH:14][CH2:10][CH2:9]2)=[CH:6][CH:5]=[C:4]([O:16][CH3:17])[N:3]=1. The catalyst class is: 21. (4) Product: [Cl:1][C:2]1[CH:3]=[C:4]([O:8][CH2:9][CH2:10][CH:11]([NH:14][CH3:13])[CH3:12])[CH:5]=[N:6][CH:7]=1. Reactant: [Cl:1][C:2]1[CH:3]=[C:4]([O:8][CH2:9][CH2:10][CH2:11][CH3:12])[CH:5]=[N:6][CH:7]=1.[CH3:13][NH2:14].Cl. The catalyst class is: 5. (5) Reactant: [C:1]([C:4]1[CH:9]=[CH:8][C:7]([N:10]2[C:18]3[CH2:17][C:16]([CH3:20])([CH3:19])[CH2:15][C:14](=[O:21])[C:13]=3[C:12]([C:22]([F:25])([F:24])[F:23])=[N:11]2)=[CH:6][C:5]=1[NH:26][C@H:27]1[CH2:32][CH2:31][C@H:30]([NH:33][C:34](=[O:48])[CH2:35][CH2:36][CH2:37][CH2:38][CH2:39][NH:40]C(=O)OC(C)(C)C)[CH2:29][CH2:28]1)(=[O:3])[NH2:2]. Product: [NH2:40][CH2:39][CH2:38][CH2:37][CH2:36][CH2:35][C:34]([NH:33][C@H:30]1[CH2:31][CH2:32][C@H:27]([NH:26][C:5]2[CH:6]=[C:7]([N:10]3[C:18]4[CH2:17][C:16]([CH3:20])([CH3:19])[CH2:15][C:14](=[O:21])[C:13]=4[C:12]([C:22]([F:24])([F:25])[F:23])=[N:11]3)[CH:8]=[CH:9][C:4]=2[C:1]([NH2:2])=[O:3])[CH2:28][CH2:29]1)=[O:48]. The catalyst class is: 157. (6) Reactant: F[C:2]1[CH:12]=[C:11]([F:13])[CH:10]=[CH:9][C:3]=1[C:4]([O:6][CH2:7][CH3:8])=[O:5].[O-]P([O-])([O-])=O.[K+].[K+].[K+].[OH:22][C:23]1[CH:24]=[C:25]2[C:29](=[CH:30][CH:31]=1)[NH:28][CH:27]=[CH:26]2.CCOCC. Product: [NH:28]1[C:29]2[C:25](=[CH:24][C:23]([O:22][C:2]3[CH:12]=[C:11]([F:13])[CH:10]=[CH:9][C:3]=3[C:4]([O:6][CH2:7][CH3:8])=[O:5])=[CH:31][CH:30]=2)[CH:26]=[CH:27]1. The catalyst class is: 270. (7) Reactant: [CH3:1][O:2][C:3]1[CH:16]=[C:15]([N+:17]([O-:19])=[O:18])[CH:14]=[CH:13][C:4]=1[O:5][C:6]1[CH:11]=[CH:10][N:9]=[C:8]([NH2:12])[CH:7]=1.CCN(C(C)C)C(C)C.[CH3:29][O:30][CH2:31][C:32](Cl)=[O:33].N. Product: [CH3:29][O:30][CH2:31][C:32]([NH:12][C:8]1[CH:7]=[C:6]([O:5][C:4]2[CH:13]=[CH:14][C:15]([N+:17]([O-:19])=[O:18])=[CH:16][C:3]=2[O:2][CH3:1])[CH:11]=[CH:10][N:9]=1)=[O:33]. The catalyst class is: 36.